From a dataset of Reaction yield outcomes from USPTO patents with 853,638 reactions. Predict the reaction yield, written as a fraction of the theoretical maximum amount of product (1.0 means a 100% yield; for example, 0.34 means a 34% yield). (1) The reactants are C1([Li])C=CC=CC=1.[Br-].[S:9]1[CH:13]=[CH:12][CH:11]=[C:10]1[CH2:14][P+](C1C=CC=CC=1)(C1C=CC=CC=1)C1C=CC=CC=1.[CH3:34][O:35][C:36]1[CH:43]=[C:42]([O:44][CH3:45])[CH:41]=[C:40]([O:46][CH3:47])[C:37]=1[CH:38]=O.C(Cl)(Cl)Cl. The catalyst is O1CCCC1. The product is [CH3:34][O:35][C:36]1[CH:43]=[C:42]([O:44][CH3:45])[CH:41]=[C:40]([O:46][CH3:47])[C:37]=1[CH:38]=[CH:14][C:10]1[S:9][CH:13]=[CH:12][CH:11]=1. The yield is 0.920. (2) The reactants are [CH3:1][C:2]1([CH3:13])[CH2:11][CH2:10][C:9]2[N:8]=[CH:7][NH:6][C:5](=O)[C:4]=2[CH2:3]1.P(Cl)(Cl)([Cl:16])=O. The catalyst is C(Cl)(Cl)Cl. The product is [Cl:16][C:5]1[C:4]2[CH2:3][C:2]([CH3:13])([CH3:1])[CH2:11][CH2:10][C:9]=2[N:8]=[CH:7][N:6]=1. The yield is 0.750. (3) The reactants are [OH:1][C:2]1[CH:9]=[CH:8][C:5]([CH2:6][OH:7])=[CH:4][CH:3]=1.C(=O)([O-])[O-].[K+].[K+].[CH2:16](Br)[C:17]1[CH:22]=[CH:21][CH:20]=[CH:19][CH:18]=1. The catalyst is CN(C=O)C. The product is [CH2:16]([O:1][C:2]1[CH:9]=[CH:8][C:5]([CH2:6][OH:7])=[CH:4][CH:3]=1)[C:17]1[CH:22]=[CH:21][CH:20]=[CH:19][CH:18]=1. The yield is 0.960. (4) The reactants are C(=O)([O-])[O-].[K+].[K+].Cl.Cl[CH2:9][C:10]1[N:11]=[CH:12][S:13][CH:14]=1.[CH3:15][NH:16][C:17]([C:19]1[C:23]2[CH:24]=[C:25]([O:33][CH:34]([CH3:36])[CH3:35])[C:26]([NH:28][S:29]([CH3:32])(=[O:31])=[O:30])=[CH:27][C:22]=2[O:21][C:20]=1[C:37]1[CH:42]=[CH:41][C:40]([F:43])=[CH:39][CH:38]=1)=[O:18].[I-].[K+]. The catalyst is C(#N)C. The product is [CH3:15][NH:16][C:17]([C:19]1[C:23]2[CH:24]=[C:25]([O:33][CH:34]([CH3:36])[CH3:35])[C:26]([N:28]([S:29]([CH3:32])(=[O:30])=[O:31])[CH2:9][C:10]3[N:11]=[CH:12][S:13][CH:14]=3)=[CH:27][C:22]=2[O:21][C:20]=1[C:37]1[CH:42]=[CH:41][C:40]([F:43])=[CH:39][CH:38]=1)=[O:18]. The yield is 0.480. (5) The reactants are [CH3:1][O:2][CH2:3][CH2:4][NH:5][CH:6]1[CH2:9][N:8]([C:10]([O:12][C:13]([CH3:16])([CH3:15])[CH3:14])=[O:11])[CH2:7]1.Br[CH2:18][CH2:19][OH:20].C([O-])([O-])=O.[Na+].[Na+]. The catalyst is CC#N. The product is [OH:20][CH2:19][CH2:18][N:5]([CH2:4][CH2:3][O:2][CH3:1])[CH:6]1[CH2:9][N:8]([C:10]([O:12][C:13]([CH3:16])([CH3:15])[CH3:14])=[O:11])[CH2:7]1. The yield is 0.780.